This data is from Full USPTO retrosynthesis dataset with 1.9M reactions from patents (1976-2016). The task is: Predict the reactants needed to synthesize the given product. (1) Given the product [CH2:1]([O:4][P:5]([O:11][CH2:12][C:13]1[C:14]([C:18]([Cl:29])=[O:20])=[CH:15][O:16][CH:17]=1)([O:7][CH2:8][CH:9]=[CH2:10])=[O:6])[CH:2]=[CH2:3], predict the reactants needed to synthesize it. The reactants are: [CH2:1]([O:4][P:5]([O:11][CH2:12][C:13]1[C:14]([C:18]([OH:20])=O)=[CH:15][O:16][CH:17]=1)([O:7][CH2:8][CH:9]=[CH2:10])=[O:6])[CH:2]=[CH2:3].CN(C)C=O.C(Cl)(=O)C([Cl:29])=O.C1(C)C=CC=CC=1. (2) Given the product [F:24][C:25]1[CH:26]=[C:27]([S:31]([NH:1][C:2]2[CH:7]=[N:6][CH:5]=[C:4]([C:8]3[S:12][C:11]([C:13]4[CH:14]=[C:15]5[C:19](=[CH:20][CH:21]=4)[C:18](=[O:22])[N:17]([CH3:23])[CH2:16]5)=[CH:10][CH:9]=3)[CH:3]=2)(=[O:33])=[O:32])[CH:28]=[CH:29][CH:30]=1, predict the reactants needed to synthesize it. The reactants are: [NH2:1][C:2]1[CH:3]=[C:4]([C:8]2[S:12][C:11]([C:13]3[CH:14]=[C:15]4[C:19](=[CH:20][CH:21]=3)[C:18](=[O:22])[N:17]([CH3:23])[CH2:16]4)=[CH:10][CH:9]=2)[CH:5]=[N:6][CH:7]=1.[F:24][C:25]1[CH:26]=[C:27]([S:31](Cl)(=[O:33])=[O:32])[CH:28]=[CH:29][CH:30]=1. (3) Given the product [C:16]1(=[O:17])[NH:8][C:9](=[O:18])[C:10]2=[CH:11][CH:12]=[CH:13][CH:14]=[C:15]12, predict the reactants needed to synthesize it. The reactants are: OC1C=C(C=CC=1)OCC[N:8]1[C:16](=[O:17])[C:15]2[C:10](=[CH:11][CH:12]=[CH:13][CH:14]=2)[C:9]1=[O:18].C(=O)([O-])[O-].[Cs+].[Cs+]. (4) Given the product [CH2:2]([N:6]1[C:10]([CH3:11])=[CH:9][S:8]/[C:7]/1=[CH:12]\[C:19]([CH:13]1[CH2:18][CH2:17][CH2:16][CH2:15][CH2:14]1)=[O:20])[CH2:3][CH2:4][CH3:5], predict the reactants needed to synthesize it. The reactants are: [I-].[CH2:2]([N+:6]1[C:10]([CH3:11])=[CH:9][S:8][C:7]=1[CH3:12])[CH2:3][CH2:4][CH3:5].[CH:13]1([C:19](Cl)=[O:20])[CH2:18][CH2:17][CH2:16][CH2:15][CH2:14]1. (5) Given the product [OH:16][C@@H:15]([CH2:14][CH2:13][N:8]1[C:9](=[O:12])[CH:10]=[N:11][C:6]2[CH:5]=[CH:4][C:3]([O:2][CH3:1])=[N:18][C:7]1=2)[CH2:17][NH:19][C@@H:20]1[CH2:24][N:23]([C:25]2[CH:26]=[CH:27][C:28]3[O:29][CH2:30][C:31](=[O:35])[NH:32][C:33]=3[N:34]=2)[C:22](=[O:36])[CH2:21]1, predict the reactants needed to synthesize it. The reactants are: [CH3:1][O:2][C:3]1[CH:4]=[CH:5][C:6]2[N:11]=[CH:10][C:9](=[O:12])[N:8]([CH2:13][CH2:14][C@H:15]3[CH2:17][O:16]3)[C:7]=2[N:18]=1.[NH2:19][C@@H:20]1[CH2:24][N:23]([C:25]2[CH:26]=[CH:27][C:28]3[O:29][CH2:30][C:31](=[O:35])[NH:32][C:33]=3[N:34]=2)[C:22](=[O:36])[CH2:21]1. (6) The reactants are: [CH:1]1([CH:6]([OH:17])[C:7]([O:9][CH2:10][C:11]2[CH:16]=[CH:15][CH:14]=[CH:13][CH:12]=2)=[O:8])[CH2:5][CH2:4][CH2:3][CH2:2]1.CC(OI1(OC(C)=O)(OC(C)=O)OC(=O)C2C=CC=CC1=2)=O. Given the product [O:17]=[C:6]([CH:1]1[CH2:5][CH2:4][CH2:3][CH2:2]1)[C:7]([O:9][CH2:10][C:11]1[CH:12]=[CH:13][CH:14]=[CH:15][CH:16]=1)=[O:8], predict the reactants needed to synthesize it. (7) The reactants are: [Cl:1][C:2]1[CH:7]=[C:6]([CH3:8])[CH:5]=[C:4]([CH3:9])[C:3]=1[N:10]1[CH2:15][CH2:14][CH2:13][C:12]2=[C:16]([C:20](O)([CH2:24][CH2:25][CH3:26])[CH2:21][CH2:22][CH3:23])[N:17]([CH3:19])[N:18]=[C:11]12. Given the product [Cl:1][C:2]1[CH:7]=[C:6]([CH3:8])[CH:5]=[C:4]([CH3:9])[C:3]=1[N:10]1[CH2:15][CH2:14][CH2:13][C:12]2=[C:16]([C:20]([CH2:24][CH2:25][CH3:26])=[CH:21][CH2:22][CH3:23])[N:17]([CH3:19])[N:18]=[C:11]12, predict the reactants needed to synthesize it. (8) Given the product [CH3:1][C:2]1[C:7]([NH:8][C:30]([C:20]2[C:29]3[C:24](=[CH:25][CH:26]=[CH:27][CH:28]=3)[CH:23]=[CH:22][CH:21]=2)=[O:31])=[CH:6][CH:5]=[C:4]([N:9]2[CH2:13][CH2:12][C@H:11]([N:14]3[CH2:18][CH2:17][CH2:16][C@@H:15]3[CH3:19])[CH2:10]2)[N:3]=1, predict the reactants needed to synthesize it. The reactants are: [CH3:1][C:2]1[C:7]([NH2:8])=[CH:6][CH:5]=[C:4]([N:9]2[CH2:13][CH2:12][C@H:11]([N:14]3[CH2:18][CH2:17][CH2:16][C@@H:15]3[CH3:19])[CH2:10]2)[N:3]=1.[C:20]1([C:30](Cl)=[O:31])[C:29]2[C:24](=[CH:25][CH:26]=[CH:27][CH:28]=2)[CH:23]=[CH:22][CH:21]=1. (9) Given the product [CH3:14][C:13]1[C:8]([C:6]([C:5]2[CH:4]=[CH:3][C:2]([F:1])=[C:16]([NH2:17])[CH:15]=2)=[O:7])=[N:9][CH:10]=[CH:11][CH:12]=1, predict the reactants needed to synthesize it. The reactants are: [F:1][C:2]1[C:16]([N+:17]([O-])=O)=[CH:15][C:5]([C:6]([C:8]2[C:13]([CH3:14])=[CH:12][CH:11]=[CH:10][N:9]=2)=[O:7])=[CH:4][CH:3]=1. (10) Given the product [ClH:31].[Cl:31][C:15]1[CH:16]=[CH:17][C:18]2[CH2:19][CH2:20][NH:21][CH2:22][CH2:23][C:24]=2[C:14]=1[O:13][CH2:12][CH2:11][NH:10][C:1]([C:2]1[CH:3]=[N:4][CH:5]=[CH:6][CH:7]=1)=[O:9], predict the reactants needed to synthesize it. The reactants are: [C:1]([OH:9])(=O)[C:2]1[CH:7]=[CH:6][CH:5]=[N:4][CH:3]=1.[NH2:10][CH2:11][CH2:12][O:13][C:14]1[C:24]2[CH2:23][CH2:22][N:21](C(=O)C(F)(F)F)[CH2:20][CH2:19][C:18]=2[CH:17]=[CH:16][C:15]=1[Cl:31].